Dataset: Catalyst prediction with 721,799 reactions and 888 catalyst types from USPTO. Task: Predict which catalyst facilitates the given reaction. Reactant: [O:1]=[C:2]1[N:6]([C:7]2[CH:17]=[CH:16][C:10]([C:11]([O:13]CC)=O)=[CH:9][CH:8]=2)[CH2:5][CH2:4][O:3]1.[OH-].[Na+].Cl.Cl.[CH3:22][C:23]1[CH:28]=[C:27]([CH3:29])[CH:26]=[CH:25][C:24]=1[N:30]1[CH2:36][CH2:35][CH2:34][NH:33][CH2:32][CH2:31]1.O.[Cl-].COC1N=C(OC)N=C([N+]2(C)CCOCC2)N=1.CN1CCOCC1. Product: [CH3:22][C:23]1[CH:28]=[C:27]([CH3:29])[CH:26]=[CH:25][C:24]=1[N:30]1[CH2:36][CH2:35][CH2:34][N:33]([C:11]([C:10]2[CH:9]=[CH:8][C:7]([N:6]3[CH2:5][CH2:4][O:3][C:2]3=[O:1])=[CH:17][CH:16]=2)=[O:13])[CH2:32][CH2:31]1. The catalyst class is: 97.